From a dataset of Forward reaction prediction with 1.9M reactions from USPTO patents (1976-2016). Predict the product of the given reaction. (1) Given the reactants [N+:1]([C:4]1[CH:5]=[C:6]([C:14]([O:16]C)=[O:15])[CH:7]=[C:8]([CH:13]=1)[C:9]([O:11]C)=[O:10])([O-:3])=[O:2].[CH2:18]([N:20]([CH2:25][CH3:26])[CH2:21][CH2:22][CH2:23][NH2:24])[CH3:19], predict the reaction product. The product is: [N+:1]([C:4]1[CH:5]=[C:6]([C:14]([OH:16])=[O:15])[CH:7]=[C:8]([CH:13]=1)[C:9]([OH:11])=[O:10])([O-:3])=[O:2].[CH2:18]([N:20]([CH2:25][CH3:26])[CH2:21][CH2:22][CH2:23][NH-:24])[CH3:19]. (2) Given the reactants [Cl:1][C:2]1[CH:3]=[C:4]([C:7](=O)[CH:8]=[CH:9][N:10](C)C)[S:5][CH:6]=1.O.[NH2:15]N, predict the reaction product. The product is: [Cl:1][C:2]1[CH:3]=[C:4]([C:7]2[CH:8]=[CH:9][NH:10][N:15]=2)[S:5][CH:6]=1. (3) Given the reactants [N:1]1(O)C2C=CC=CC=2N=N1.C(N(C(C)C)C(C)C)C.Cl.CN(C)CCCN=C=NCC.[NH2:32][C:33]1[CH:41]=[C:40]([F:42])[CH:39]=[CH:38][C:34]=1[C:35](O)=[O:36].N.[Cl-].[Na+], predict the reaction product. The product is: [NH2:32][C:33]1[CH:41]=[C:40]([F:42])[CH:39]=[CH:38][C:34]=1[C:35]([NH2:1])=[O:36]. (4) Given the reactants [N+:1]([C:4]1[CH:5]=[N:6][CH:7]=[CH:8][C:9]=1[CH2:10][C:11](=O)[C:12]([O:14][CH2:15][CH3:16])=[O:13])([O-])=O.[H][H], predict the reaction product. The product is: [NH:1]1[C:4]2=[CH:5][N:6]=[CH:7][CH:8]=[C:9]2[CH:10]=[C:11]1[C:12]([O:14][CH2:15][CH3:16])=[O:13]. (5) Given the reactants [F:1][C:2]1[CH:35]=[C:34]([CH:36]=[O:37])[CH:33]=[CH:32][C:3]=1[O:4][C:5]1[CH:6]=[C:7]([C:17]2[NH:21][C:20]([C:22]([O:24][CH2:25][C:26]3[CH:31]=[CH:30][CH:29]=[CH:28][CH:27]=3)=[O:23])=[CH:19][CH:18]=2)[CH:8]=[C:9]([O:11][C@@H:12]([CH3:16])[CH2:13][O:14][CH3:15])[CH:10]=1.O.O.P([O-])(O)(O)=[O:41].[Na+].CC(=CC)C.Cl([O-])=O.[Na+], predict the reaction product. The product is: [CH2:25]([O:24][C:22]([C:20]1[NH:21][C:17]([C:7]2[CH:6]=[C:5]([CH:10]=[C:9]([O:11][C@@H:12]([CH3:16])[CH2:13][O:14][CH3:15])[CH:8]=2)[O:4][C:3]2[CH:32]=[CH:33][C:34]([C:36]([OH:41])=[O:37])=[CH:35][C:2]=2[F:1])=[CH:18][CH:19]=1)=[O:23])[C:26]1[CH:27]=[CH:28][CH:29]=[CH:30][CH:31]=1. (6) Given the reactants [N:1]([CH2:4][CH2:5][CH3:6])=[C:2]=[O:3].[C:7]([C:11]1[CH:12]=[C:13]([C:21]2[S:25][C:24]([CH2:26][CH2:27][C:28]3[CH:33]=[CH:32][C:31]([NH2:34])=[CH:30][CH:29]=3)=[N:23][N:22]=2)[CH:14]=[C:15]([C:17]([CH3:20])([CH3:19])[CH3:18])[CH:16]=1)([CH3:10])([CH3:9])[CH3:8], predict the reaction product. The product is: [C:17]([C:15]1[CH:14]=[C:13]([C:21]2[S:25][C:24]([CH2:26][CH2:27][C:28]3[CH:29]=[CH:30][C:31]([NH:34][C:2]([NH:1][CH2:4][CH2:5][CH3:6])=[O:3])=[CH:32][CH:33]=3)=[N:23][N:22]=2)[CH:12]=[C:11]([C:7]([CH3:8])([CH3:9])[CH3:10])[CH:16]=1)([CH3:20])([CH3:19])[CH3:18]. (7) Given the reactants [C:1]([OH:7])(=O)[CH2:2][CH2:3][CH:4]=[CH2:5].[NH2:8][C@@H:9]([C:12]1[CH:17]=[CH:16][CH:15]=[CH:14][CH:13]=1)[CH2:10][OH:11], predict the reaction product. The product is: [OH:11][CH2:10][C@@H:9]([NH:8][C:1](=[O:7])[CH2:2][CH2:3][CH:4]=[CH2:5])[C:12]1[CH:17]=[CH:16][CH:15]=[CH:14][CH:13]=1.